Dataset: Full USPTO retrosynthesis dataset with 1.9M reactions from patents (1976-2016). Task: Predict the reactants needed to synthesize the given product. (1) The reactants are: [C:1]12([NH:11][C:12]([NH:14][C:15]3[CH:20]=[CH:19][CH:18]=[C:17]([CH2:21][CH:22]([NH:24][CH2:25][C@@H:26]([C:28]4[CH:39]=[CH:38][C:31]5[O:32]C(C)(C)[O:34][CH2:35][C:30]=5[CH:29]=4)[OH:27])[CH3:23])[CH:16]=3)=[O:13])[CH2:10][CH:5]3[CH2:6][CH:7]([CH2:9][CH:3]([CH2:4]3)[CH2:2]1)[CH2:8]2. Given the product [C:1]12([NH:11][C:12]([NH:14][C:15]3[CH:20]=[CH:19][CH:18]=[C:17]([CH2:21][CH:22]([NH:24][CH2:25][C@H:26]([OH:27])[C:28]4[CH:39]=[CH:38][C:31]([OH:32])=[C:30]([CH2:35][OH:34])[CH:29]=4)[CH3:23])[CH:16]=3)=[O:13])[CH2:10][CH:5]3[CH2:4][CH:3]([CH2:9][CH:7]([CH2:6]3)[CH2:8]1)[CH2:2]2, predict the reactants needed to synthesize it. (2) Given the product [F:18][C:17]1[C:12]2[N:13]([C:9]([C:4]3[CH:5]=[CH:6][C:7]([F:8])=[C:2]([C:28]4[CH:29]=[CH:30][CH:31]=[C:32]5[C:27]=4[CH:26]=[CH:25][CH:24]=[N:23]5)[CH:3]=3)=[CH:10][N:11]=2)[CH:14]=[CH:15][C:16]=1[C:19]([OH:22])([CH3:21])[CH3:20], predict the reactants needed to synthesize it. The reactants are: Cl[C:2]1[CH:3]=[C:4]([C:9]2[N:13]3[CH:14]=[CH:15][C:16]([C:19]([OH:22])([CH3:21])[CH3:20])=[C:17]([F:18])[C:12]3=[N:11][CH:10]=2)[CH:5]=[CH:6][C:7]=1[F:8].[N:23]1[C:32]2[CH:31]=[CH:30][CH:29]=[C:28](B(O)O)[C:27]=2[CH:26]=[CH:25][CH:24]=1. (3) Given the product [CH3:22][O:23][C:24]1[CH:29]=[CH:28][C:27]([NH:30][C:20]2[C:11]3[C:10]4[CH2:9][NH:8][CH2:16][CH2:15][C:14]=4[NH:13][C:12]=3[N:17]=[CH:18][CH:19]=2)=[CH:26][CH:25]=1, predict the reactants needed to synthesize it. The reactants are: C(OC([N:8]1[CH2:16][CH2:15][C:14]2[NH:13][C:12]3[N:17]=[CH:18][CH:19]=[C:20](Cl)[C:11]=3[C:10]=2[CH2:9]1)=O)(C)(C)C.[CH3:22][O:23][C:24]1[CH:29]=[CH:28][C:27]([NH2:30])=[CH:26][CH:25]=1.CC(C1C=C(C(C)C)C(C2C=CC=CC=2P(C2CCCCC2)C2CCCCC2)=C(C(C)C)C=1)C.[OH-].[K+]. (4) Given the product [CH2:1]([O:8][C:9](=[O:10])[NH:11][C:12]1[C:17](=[O:18])[N:16]2[CH:19]([CH3:22])[CH2:20][CH2:21][C:15]2=[N:14][CH:13]=1)[C:2]1[CH:3]=[CH:4][CH:5]=[CH:6][CH:7]=1, predict the reactants needed to synthesize it. The reactants are: [CH2:1]([O:8][C:9]([NH:11][C:12]1[C:17](=[O:18])[N:16]2[C:19](C)([C:22](O)=O)[CH2:20][CH2:21][C:15]2=[N:14][CH:13]=1)=[O:10])[C:2]1[CH:7]=[CH:6][CH:5]=[CH:4][CH:3]=1.CCN(C(C)C)C(C)C.F[P-](F)(F)(F)(F)F.N1(O[P+](N(C)C)(N(C)C)N(C)C)C2C=CC=CC=2N=N1.C(OC(=O)NC(C1C=CC(CN)=CC=1)=N)(C)(C)C. (5) Given the product [C:15]1([C:14]2[CH:28]=[CH:29][C:11]([C:21]([O:23][CH2:24][CH3:25])=[O:22])=[N:10][C:9]=2[C:6]2[CH:7]=[CH:8][C:3]([C:2]([F:27])([F:26])[F:1])=[CH:4][CH:5]=2)[CH:20]=[CH:19][CH:18]=[CH:17][CH:16]=1, predict the reactants needed to synthesize it. The reactants are: [F:1][C:2]([F:27])([F:26])[C:3]1[CH:8]=[CH:7][C:6]([C:9]2[N:10]=[C:11]([C:21]([O:23][CH2:24][CH3:25])=[O:22])N=N[C:14]=2[C:15]2[CH:20]=[CH:19][CH:18]=[CH:17][CH:16]=2)=[CH:5][CH:4]=1.[CH:28](N1CCCC1)=[CH2:29]. (6) Given the product [CH:15]1([CH2:18][NH:19][C:20]([C:21]2[CH:22]=[C:23]([C:2]3[CH:7]=[CH:6][C:5]([C:8]4[O:9][C:10]([CH3:13])=[N:11][N:12]=4)=[CH:4][C:3]=3[CH3:14])[C:24]([CH3:27])=[CH:25][CH:26]=2)=[O:37])[CH2:17][CH2:16]1, predict the reactants needed to synthesize it. The reactants are: Br[C:2]1[CH:7]=[CH:6][C:5]([C:8]2[O:9][C:10]([CH3:13])=[N:11][N:12]=2)=[CH:4][C:3]=1[CH3:14].[CH:15]1([CH2:18][NH:19][C:20](=[O:37])[C:21]2[CH:26]=[CH:25][C:24]([CH3:27])=[C:23](B3OC(C)(C)C(C)(C)O3)[CH:22]=2)[CH2:17][CH2:16]1.